From a dataset of Forward reaction prediction with 1.9M reactions from USPTO patents (1976-2016). Predict the product of the given reaction. (1) Given the reactants [CH3:1][O:2][C:3]([C:5]1[S:14][C:8]2[N:9]=[CH:10][N:11]=[C:12](Cl)[C:7]=2[C:6]=1[CH3:15])=[O:4].[NH2:16][C:17]1[CH:30]=[CH:29][C:28]([F:31])=[CH:27][C:18]=1[O:19][CH:20]([CH3:26])[CH2:21][C:22]([CH3:25])([OH:24])[CH3:23].O.C1(C)C=CC(S(O)(=O)=O)=CC=1, predict the reaction product. The product is: [F:31][C:28]1[CH:29]=[CH:30][C:17]([NH:16][C:12]2[C:7]3[C:6]([CH3:15])=[C:5]([C:3]([O:2][CH3:1])=[O:4])[S:14][C:8]=3[N:9]=[CH:10][N:11]=2)=[C:18]([O:19][CH:20]([CH2:21][C:22]([OH:24])([CH3:25])[CH3:23])[CH3:26])[CH:27]=1. (2) Given the reactants [C:1]([Si:5]([CH3:26])([CH3:25])[O:6][C@@H:7]1[CH2:11][C:10](=[O:12])[C:9]([CH2:13]/[CH:14]=[CH:15]\[CH2:16][CH2:17][CH2:18][C:19]([O:21][CH:22]([CH3:24])[CH3:23])=[O:20])=[CH:8]1)([CH3:4])([CH3:3])[CH3:2].[C:27]1(/[CH:33]=[CH:34]/B(O)O)[CH:32]=[CH:31][CH:30]=[CH:29][CH:28]=1.CC([O-])(C)C.[K+], predict the reaction product. The product is: [C:1]([Si:5]([CH3:25])([CH3:26])[O:6][C@@H:7]1[CH2:11][C:10](=[O:12])[CH:9]([CH2:13]/[CH:14]=[CH:15]\[CH2:16][CH2:17][CH2:18][C:19]([O:21][CH:22]([CH3:23])[CH3:24])=[O:20])[C@H:8]1[CH:34]=[CH:33][C:27]1[CH:32]=[CH:31][CH:30]=[CH:29][CH:28]=1)([CH3:3])([CH3:4])[CH3:2]. (3) The product is: [CH:1]1([CH2:6][C:7]2[N:8]=[C:9]([C:12]3[O:16][C:15]([CH2:17][C:18]([CH3:23])([CH3:24])[C:19]([OH:21])=[O:20])=[N:14][N:13]=3)[S:10][C:11]=2[C:26]2[CH:31]=[CH:30][C:29]([S:32](=[O:33])(=[O:34])[NH:35][C@@H:36]([CH2:41][CH3:42])[C:37]([F:40])([F:38])[F:39])=[C:28]([CH:43]([F:45])[F:44])[C:27]=2[F:46])[CH2:2][CH2:3][CH2:4][CH2:5]1. Given the reactants [CH:1]1([CH2:6][C:7]2[N:8]=[C:9]([C:12]3[O:16][C:15]([CH2:17][C:18]([CH3:24])([CH3:23])[C:19]([O:21]C)=[O:20])=[N:14][N:13]=3)[S:10][CH:11]=2)[CH2:5][CH2:4][CH2:3][CH2:2]1.Br[C:26]1[CH:31]=[CH:30][C:29]([S:32]([NH:35][C@@H:36]([CH2:41][CH3:42])[C:37]([F:40])([F:39])[F:38])(=[O:34])=[O:33])=[C:28]([CH:43]([F:45])[F:44])[C:27]=1[F:46], predict the reaction product. (4) Given the reactants [CH3:1][O:2][C:3]1[CH:8]=[CH:7][CH:6]=[CH:5][C:4]=1[NH:9][S:10]([CH3:13])(=[O:12])=[O:11].[Br:14][CH2:15][CH2:16][CH2:17][CH2:18][CH2:19][C:20](Cl)=[O:21], predict the reaction product. The product is: [Br:14][CH2:15][CH2:16][CH2:17][CH2:18][CH2:19][C:20]([C:6]1[CH:7]=[CH:8][C:3]([O:2][CH3:1])=[C:4]([NH:9][S:10]([CH3:13])(=[O:12])=[O:11])[CH:5]=1)=[O:21]. (5) Given the reactants Br[C:2]1[C:3]([O:13][CH3:14])=[C:4]([C:10](=[O:12])[CH3:11])[CH:5]=[C:6]([Cl:9])[C:7]=1[CH3:8].[CH3:15][N:16]([CH3:34])[C:17]([C:19]1[CH:24]=[CH:23][C:22](B2OC(C)(C)C(C)(C)O2)=[CH:21][N:20]=1)=[O:18].C(=O)([O-])[O-].[K+].[K+], predict the reaction product. The product is: [C:10]([C:4]1[C:3]([O:13][CH3:14])=[C:2]([C:22]2[CH:23]=[CH:24][C:19]([C:17]([N:16]([CH3:34])[CH3:15])=[O:18])=[N:20][CH:21]=2)[C:7]([CH3:8])=[C:6]([Cl:9])[CH:5]=1)(=[O:12])[CH3:11]. (6) Given the reactants [Cl-].[Mg+2].[Cl-].[O:4]=[C:5]([CH2:12][C:13]1[CH:18]=[CH:17][CH:16]=[CH:15][CH:14]=1)[CH2:6][C:7]([O:9][CH2:10][CH3:11])=[O:8].[F:19][C:20]1[CH:28]=[CH:27][C:23]([C:24](Cl)=[O:25])=[CH:22][CH:21]=1.Cl, predict the reaction product. The product is: [F:19][C:20]1[CH:28]=[CH:27][C:23]([C:24]([CH:6]([C:5](=[O:4])[CH2:12][C:13]2[CH:14]=[CH:15][CH:16]=[CH:17][CH:18]=2)[C:7]([O:9][CH2:10][CH3:11])=[O:8])=[O:25])=[CH:22][CH:21]=1.